Dataset: Merck oncology drug combination screen with 23,052 pairs across 39 cell lines. Task: Regression. Given two drug SMILES strings and cell line genomic features, predict the synergy score measuring deviation from expected non-interaction effect. (1) Drug 1: Cn1nnc2c(C(N)=O)ncn2c1=O. Drug 2: NC(=O)c1cccc2cn(-c3ccc(C4CCCNC4)cc3)nc12. Cell line: PA1. Synergy scores: synergy=94.8. (2) Drug 1: CN(Cc1cnc2nc(N)nc(N)c2n1)c1ccc(C(=O)NC(CCC(=O)O)C(=O)O)cc1. Drug 2: CCc1cnn2c(NCc3ccc[n+]([O-])c3)cc(N3CCCCC3CCO)nc12. Cell line: NCIH520. Synergy scores: synergy=-7.93. (3) Drug 1: O=P1(N(CCCl)CCCl)NCCCO1. Drug 2: CC(C)CC(NC(=O)C(Cc1ccccc1)NC(=O)c1cnccn1)B(O)O. Cell line: LOVO. Synergy scores: synergy=5.10. (4) Drug 1: C#Cc1cccc(Nc2ncnc3cc(OCCOC)c(OCCOC)cc23)c1. Drug 2: O=C(NOCC(O)CO)c1ccc(F)c(F)c1Nc1ccc(I)cc1F. Cell line: OVCAR3. Synergy scores: synergy=23.4. (5) Synergy scores: synergy=-3.18. Drug 2: COC1=C2CC(C)CC(OC)C(O)C(C)C=C(C)C(OC(N)=O)C(OC)C=CC=C(C)C(=O)NC(=CC1=O)C2=O. Cell line: A427. Drug 1: CS(=O)(=O)CCNCc1ccc(-c2ccc3ncnc(Nc4ccc(OCc5cccc(F)c5)c(Cl)c4)c3c2)o1. (6) Drug 1: Nc1ccn(C2OC(CO)C(O)C2(F)F)c(=O)n1. Drug 2: COC1CC2CCC(C)C(O)(O2)C(=O)C(=O)N2CCCCC2C(=O)OC(C(C)CC2CCC(OP(C)(C)=O)C(OC)C2)CC(=O)C(C)C=C(C)C(O)C(OC)C(=O)C(C)CC(C)C=CC=CC=C1C. Cell line: HT144. Synergy scores: synergy=22.9. (7) Drug 1: O=S1(=O)NC2(CN1CC(F)(F)F)C1CCC2Cc2cc(C=CCN3CCC(C(F)(F)F)CC3)ccc2C1. Drug 2: CCN(CC)CCNC(=O)c1c(C)[nH]c(C=C2C(=O)Nc3ccc(F)cc32)c1C. Cell line: A427. Synergy scores: synergy=18.4. (8) Drug 2: Cn1nnc2c(C(N)=O)ncn2c1=O. Cell line: SKMEL30. Drug 1: CC(=O)OC1C(=O)C2(C)C(O)CC3OCC3(OC(C)=O)C2C(OC(=O)c2ccccc2)C2(O)CC(OC(=O)C(O)C(NC(=O)c3ccccc3)c3ccccc3)C(C)=C1C2(C)C. Synergy scores: synergy=17.0. (9) Drug 1: Cc1nc(Nc2ncc(C(=O)Nc3c(C)cccc3Cl)s2)cc(N2CCN(CCO)CC2)n1. Drug 2: Cn1cc(-c2cnn3c(N)c(Br)c(C4CCCNC4)nc23)cn1. Cell line: SKMEL30. Synergy scores: synergy=13.1.